The task is: Predict which catalyst facilitates the given reaction.. This data is from Catalyst prediction with 721,799 reactions and 888 catalyst types from USPTO. (1) Reactant: Cl.[F:2][C:3]1[CH:8]=[C:7]([F:9])[CH:6]=[CH:5][C:4]=1[NH:10][NH2:11].[OH-].[Na+]. Product: [F:2][C:3]1[CH:8]=[C:7]([F:9])[CH:6]=[CH:5][C:4]=1[N:10]1[C:4]([NH2:10])=[CH:3][C:8]([CH3:7])=[N:11]1. The catalyst class is: 33. (2) Reactant: [Cl:1][C:2]1[CH:13]=[CH:12][C:5]([C:6](N(OC)C)=[O:7])=[CH:4][N:3]=1.[H-].C([Al+]CC(C)C)C(C)C.C1(C)C=CC=CC=1. Product: [Cl:1][C:2]1[N:3]=[CH:4][C:5]([CH:6]=[O:7])=[CH:12][CH:13]=1. The catalyst class is: 7.